Dataset: Forward reaction prediction with 1.9M reactions from USPTO patents (1976-2016). Task: Predict the product of the given reaction. (1) Given the reactants [Cl:1][C:2]1[C:11]([C@H:12]([NH:14][S@@](C(C)(C)C)=O)[CH3:13])=[CH:10][C:9]2[C:4](=[CH:5][CH:6]=[C:7]([Cl:21])[CH:8]=2)[N:3]=1.Cl.[O:23]1CCOCC1, predict the reaction product. The product is: [ClH:1].[NH2:14][C@@H:12]([C:11]1[C:2](=[O:23])[NH:3][C:4]2[C:9]([CH:10]=1)=[CH:8][C:7]([Cl:21])=[CH:6][CH:5]=2)[CH3:13]. (2) Given the reactants [Cl:1][C:2]1[CH:16]=[CH:15][C:5]2[N:6]([CH:11]3[CH2:14][O:13][CH2:12]3)[C:7]([CH2:9]Cl)=[N:8][C:4]=2[CH:3]=1.[CH3:17][S:18]([C:21]1[C:29]2[C:24](=[CH:25][N:26]=[CH:27][CH:28]=2)[NH:23][N:22]=1)(=[O:20])=[O:19], predict the reaction product. The product is: [Cl:1][C:2]1[CH:16]=[CH:15][C:5]2[N:6]([CH:11]3[CH2:14][O:13][CH2:12]3)[C:7]([CH2:9][N:23]3[C:24]4=[CH:25][N:26]=[CH:27][CH:28]=[C:29]4[C:21]([S:18]([CH3:17])(=[O:19])=[O:20])=[N:22]3)=[N:8][C:4]=2[CH:3]=1. (3) Given the reactants [C:1]([O:5][C:6]([N:8]1[CH2:20][C@@H:19]([CH3:21])[N:18]2[C@H:10]([CH2:11][C:12]3[C:17]2=[N:16][C:15](Br)=[CH:14][CH:13]=3)[CH2:9]1)=[O:7])([CH3:4])([CH3:3])[CH3:2].CC1C=CC(P(C2C=CC3C(=CC=CC=3)C=2C2C3C(=CC=CC=3)C=CC=2P(C2C=CC(C)=CC=2)C2C=CC(C)=CC=2)C2C=CC(C)=CC=2)=CC=1.[CH2:73]([OH:80])[C:74]1[CH:79]=[CH:78][CH:77]=[CH:76][CH:75]=1.[H-].[Na+].C(=O)([O-])[O-].[Na+].[Na+], predict the reaction product. The product is: [C:1]([O:5][C:6]([N:8]1[CH2:20][C@@H:19]([CH3:21])[N:18]2[C@H:10]([CH2:11][C:12]3[C:17]2=[N:16][C:15]([O:80][CH2:73][C:74]2[CH:79]=[CH:78][CH:77]=[CH:76][CH:75]=2)=[CH:14][CH:13]=3)[CH2:9]1)=[O:7])([CH3:4])([CH3:3])[CH3:2]. (4) Given the reactants [H-].[Na+].[NH:3]1[C:8]2[N:9]=[CH:10][CH:11]=[CH:12][C:7]=2[C:6](=[O:13])[O:5][C:4]1=[O:14].[CH2:15](Br)[CH2:16][CH2:17][CH3:18], predict the reaction product. The product is: [CH2:15]([N:3]1[C:8]2[N:9]=[CH:10][CH:11]=[CH:12][C:7]=2[C:6](=[O:13])[O:5][C:4]1=[O:14])[CH2:16][CH2:17][CH3:18]. (5) Given the reactants Cl[C:2]1[N:7]=[C:6]([NH:8][C:9]([C:11]2([C:14]3[CH:24]=[CH:23][C:17]4[O:18][C:19]([F:22])([F:21])[O:20][C:16]=4[CH:15]=3)[CH2:13][CH2:12]2)=[O:10])[CH:5]=[CH:4][C:3]=1[CH3:25].[CH3:26][C:27]1[C:36](B2OC(C)(C)C(C)(C)O2)=[C:35]([CH3:46])[CH:34]=[CH:33][C:28]=1[C:29]([O:31][CH3:32])=[O:30].C(=O)([O-])[O-].[Na+].[Na+], predict the reaction product. The product is: [F:21][C:19]1([F:22])[O:18][C:17]2[CH:23]=[CH:24][C:14]([C:11]3([C:9]([NH:8][C:6]4[N:7]=[C:2]([C:36]5[C:27]([CH3:26])=[C:28]([CH:33]=[CH:34][C:35]=5[CH3:46])[C:29]([O:31][CH3:32])=[O:30])[C:3]([CH3:25])=[CH:4][CH:5]=4)=[O:10])[CH2:13][CH2:12]3)=[CH:15][C:16]=2[O:20]1. (6) Given the reactants [C:1]([O:5][C:6](=[O:18])[NH:7][C:8]1[CH:13]=[CH:12][C:11]([I:14])=[CH:10][C:9]=1[N+:15]([O-])=O)([CH3:4])([CH3:3])[CH3:2].O.O.Cl[Sn]Cl, predict the reaction product. The product is: [C:1]([O:5][C:6](=[O:18])[NH:7][C:8]1[CH:13]=[CH:12][C:11]([I:14])=[CH:10][C:9]=1[NH2:15])([CH3:4])([CH3:2])[CH3:3].